Dataset: Catalyst prediction with 721,799 reactions and 888 catalyst types from USPTO. Task: Predict which catalyst facilitates the given reaction. (1) Reactant: [CH:1]1([C:4](=[O:11])[CH2:5][C:6]([O:8][CH2:9][CH3:10])=[O:7])[CH2:3][CH2:2]1.Br[CH2:13][CH2:14][CH2:15][CH3:16].C(=O)([O-])[O-].[K+].[K+]. Product: [CH:1]1([C:4]([CH:5]([CH2:13][CH2:14][CH2:15][CH3:16])[C:6]([O:8][CH2:9][CH3:10])=[O:7])=[O:11])[CH2:3][CH2:2]1. The catalyst class is: 21. (2) Reactant: [S:1]1[C:5]2[CH:6]=[CH:7][CH:8]=[CH:9][C:4]=2[N:3]=[C:2]1[C:10]1[C:11]([NH:22][C@H:23]2[C@@H:27]3[O:28][C:29]([CH3:32])([CH3:31])[O:30][C@@H:26]3[C@@H:25]([CH2:33][OH:34])[CH2:24]2)=[N:12][C:13](S(C)(=O)=O)=[N:14][C:15]=1[O:16]C.[CH:35]1([NH2:39])[CH2:38][CH2:37][CH2:36]1. Product: [S:1]1[C:5]2[CH:6]=[CH:7][CH:8]=[CH:9][C:4]=2[N:3]=[C:2]1[C:10]1[C:15](=[O:16])[NH:14][C:13]([NH:39][CH:35]2[CH2:38][CH2:37][CH2:36]2)=[N:12][C:11]=1[NH:22][C@H:23]1[C@H:27]2[C@H:26]([O:30][C:29]([CH3:31])([CH3:32])[O:28]2)[C@@H:25]([CH2:33][OH:34])[CH2:24]1. The catalyst class is: 23. (3) Reactant: [CH3:1][Li].[Br:3][C:4]1[CH:5]=[CH:6][C:7]([Cl:12])=[C:8]([CH:11]=1)[CH:9]=[O:10]. Product: [Br:3][C:4]1[CH:5]=[CH:6][C:7]([Cl:12])=[C:8]([CH:9]([OH:10])[CH3:1])[CH:11]=1. The catalyst class is: 1.